Task: Predict the reactants needed to synthesize the given product.. Dataset: Full USPTO retrosynthesis dataset with 1.9M reactions from patents (1976-2016) Given the product [Cl:1][C:2]1[CH:3]=[CH:4][C:5]2[N:6]([C:8]([CH2:11][C:13]3[C:14]([F:24])=[C:15]4[C:19](=[CH:20][C:21]=3[F:22])[N:18]([CH3:23])[N:17]=[CH:16]4)=[CH:9][N:10]=2)[N:7]=1, predict the reactants needed to synthesize it. The reactants are: [Cl:1][C:2]1[CH:3]=[CH:4][C:5]2[N:6]([C:8]([CH:11]([C:13]3[C:14]([F:24])=[C:15]4[C:19](=[CH:20][C:21]=3[F:22])[N:18]([CH3:23])[N:17]=[CH:16]4)O)=[CH:9][N:10]=2)[N:7]=1.II.[PH2](=O)O.ClC1C=CC2N(C(C(C3C(F)=C4C(=CC=3F)N(C)N=C4)C)=CN=2)N=1.